Task: Regression. Given a peptide amino acid sequence and an MHC pseudo amino acid sequence, predict their binding affinity value. This is MHC class I binding data.. Dataset: Peptide-MHC class I binding affinity with 185,985 pairs from IEDB/IMGT (1) The peptide sequence is NRDVSFQDL. The MHC is HLA-B35:01 with pseudo-sequence HLA-B35:01. The binding affinity (normalized) is 0.0847. (2) The peptide sequence is YECTSRHFT. The MHC is HLA-A02:01 with pseudo-sequence HLA-A02:01. The binding affinity (normalized) is 0.0847.